From a dataset of NCI-60 drug combinations with 297,098 pairs across 59 cell lines. Regression. Given two drug SMILES strings and cell line genomic features, predict the synergy score measuring deviation from expected non-interaction effect. (1) Drug 1: C1=CN(C=N1)CC(O)(P(=O)(O)O)P(=O)(O)O. Drug 2: C1C(C(OC1N2C=NC(=NC2=O)N)CO)O. Cell line: NCI-H522. Synergy scores: CSS=13.2, Synergy_ZIP=-3.78, Synergy_Bliss=-2.56, Synergy_Loewe=-0.781, Synergy_HSA=1.64. (2) Drug 1: CC1=C(C(=CC=C1)Cl)NC(=O)C2=CN=C(S2)NC3=CC(=NC(=N3)C)N4CCN(CC4)CCO. Drug 2: N.N.Cl[Pt+2]Cl. Cell line: LOX IMVI. Synergy scores: CSS=29.1, Synergy_ZIP=2.51, Synergy_Bliss=4.56, Synergy_Loewe=3.60, Synergy_HSA=4.22. (3) Drug 1: C1C(C(OC1N2C=NC3=C(N=C(N=C32)Cl)N)CO)O. Drug 2: CC12CCC3C(C1CCC2O)C(CC4=C3C=CC(=C4)O)CCCCCCCCCS(=O)CCCC(C(F)(F)F)(F)F. Cell line: NCIH23. Synergy scores: CSS=59.8, Synergy_ZIP=0.607, Synergy_Bliss=1.58, Synergy_Loewe=-35.6, Synergy_HSA=-0.784. (4) Drug 2: CCN(CC)CCCC(C)NC1=C2C=C(C=CC2=NC3=C1C=CC(=C3)Cl)OC. Cell line: HCT116. Synergy scores: CSS=54.2, Synergy_ZIP=7.06, Synergy_Bliss=10.4, Synergy_Loewe=-0.0283, Synergy_HSA=12.2. Drug 1: COC1=C(C=C2C(=C1)N=CN=C2NC3=CC(=C(C=C3)F)Cl)OCCCN4CCOCC4. (5) Synergy scores: CSS=39.9, Synergy_ZIP=1.59, Synergy_Bliss=0.862, Synergy_Loewe=-4.55, Synergy_HSA=0.840. Drug 1: C1=CN(C=N1)CC(O)(P(=O)(O)O)P(=O)(O)O. Cell line: 786-0. Drug 2: C1CN1C2=NC(=NC(=N2)N3CC3)N4CC4. (6) Synergy scores: CSS=53.9, Synergy_ZIP=-2.32, Synergy_Bliss=-1.98, Synergy_Loewe=-27.8, Synergy_HSA=3.27. Drug 1: C1CNP(=O)(OC1)N(CCCl)CCCl. Cell line: OVCAR-5. Drug 2: N.N.Cl[Pt+2]Cl. (7) Drug 1: CC1OCC2C(O1)C(C(C(O2)OC3C4COC(=O)C4C(C5=CC6=C(C=C35)OCO6)C7=CC(=C(C(=C7)OC)O)OC)O)O. Drug 2: COCCOC1=C(C=C2C(=C1)C(=NC=N2)NC3=CC=CC(=C3)C#C)OCCOC.Cl. Cell line: CCRF-CEM. Synergy scores: CSS=51.0, Synergy_ZIP=-0.233, Synergy_Bliss=-0.960, Synergy_Loewe=-19.0, Synergy_HSA=-0.432.